This data is from Full USPTO retrosynthesis dataset with 1.9M reactions from patents (1976-2016). The task is: Predict the reactants needed to synthesize the given product. (1) Given the product [N+:15]([C:18]1[CH:26]=[CH:25][CH:24]=[CH:23][C:19]=1[C:20]([NH:1][C:2]1[CH:7]=[CH:6][C:5]([CH3:8])=[CH:4][N:3]=1)=[O:21])([O-:17])=[O:16], predict the reactants needed to synthesize it. The reactants are: [NH2:1][C:2]1[CH:7]=[CH:6][C:5]([CH3:8])=[CH:4][N:3]=1.N1C=CC=CC=1.[N+:15]([C:18]1[CH:26]=[CH:25][CH:24]=[CH:23][C:19]=1[C:20](Cl)=[O:21])([O-:17])=[O:16]. (2) Given the product [Cl:8][C:9]1[C:10]2[N:11]([C:1]([CH3:2])=[N:28][N:27]=2)[CH:12]=[C:13]([C:14]([OH:16])=[O:15])[C:17]=1[NH:18][C:19]1[CH:24]=[CH:23][C:22]([I:25])=[CH:21][C:20]=1[F:26], predict the reactants needed to synthesize it. The reactants are: [C:1](OC(=O)C)(=O)[CH3:2].[Cl:8][C:9]1[C:10]([NH:27][NH2:28])=[N:11][CH:12]=[C:13]([C:17]=1[NH:18][C:19]1[CH:24]=[CH:23][C:22]([I:25])=[CH:21][C:20]=1[F:26])[C:14]([OH:16])=[O:15].C(N(CC)CC)C.O=P(Cl)(Cl)Cl. (3) Given the product [Cl:1][C:2]1[N:7]=[C:6]([C:16]2[N:12]([CH:9]([CH3:11])[CH3:10])[CH:13]=[N:14][CH:15]=2)[CH:5]=[CH:4][N:3]=1, predict the reactants needed to synthesize it. The reactants are: [Cl:1][C:2]1[N:7]=[C:6](Cl)[CH:5]=[CH:4][N:3]=1.[CH:9]([N:12]1[C:16](B2OC(C)(C)C(C)(C)O2)=[CH:15][N:14]=[CH:13]1)([CH3:11])[CH3:10].[O-]P([O-])([O-])=O.[K+].[K+].[K+].O. (4) Given the product [CH2:1]([O:23][C:24]1[CH:36]=[CH:35][C:34]2[C:33]3[C:28](=[CH:29][CH:30]=[CH:31][CH:32]=3)[C:27]([C:38]3[CH:43]=[CH:42][C:41]([Cl:44])=[CH:40][CH:39]=3)([Br:48])[C:26]=2[CH:25]=1)[CH2:2][CH2:3][CH2:4][CH2:5][CH2:6][CH2:7][CH2:8][CH2:9][CH2:10][CH2:11][CH2:12][CH2:13][CH2:14][CH2:15][CH2:16][CH2:17][CH2:18][CH2:19][CH2:20][CH2:21][CH3:22], predict the reactants needed to synthesize it. The reactants are: [CH2:1]([O:23][C:24]1[CH:36]=[CH:35][C:34]2[C:33]3[C:28](=[CH:29][CH:30]=[CH:31][CH:32]=3)[C:27]([C:38]3[CH:43]=[CH:42][C:41]([Cl:44])=[CH:40][CH:39]=3)(O)[C:26]=2[CH:25]=1)[CH2:2][CH2:3][CH2:4][CH2:5][CH2:6][CH2:7][CH2:8][CH2:9][CH2:10][CH2:11][CH2:12][CH2:13][CH2:14][CH2:15][CH2:16][CH2:17][CH2:18][CH2:19][CH2:20][CH2:21][CH3:22].C([Br:48])(=O)C. (5) Given the product [Cl:60][C:57]1[CH:56]=[CH:55][C:54]([C:47]2[CH2:48][C:49]([CH3:53])([CH3:52])[CH2:50][CH2:51][C:46]=2[CH2:45][N:42]2[CH2:41][CH2:40][N:39]([C:37]3[CH:36]=[CH:35][C:12]([C:13]([NH:15][S:16]([C:19]4[CH:24]=[CH:23][C:22]([NH:25][CH:26]5[CH2:31][CH2:30][N:29]([CH:63]6[CH2:64][O:61][CH2:62]6)[CH2:28][CH2:27]5)=[C:21]([N+:32]([O-:34])=[O:33])[CH:20]=4)(=[O:18])=[O:17])=[O:14])=[C:11]([O:10][C:8]4[CH:9]=[C:4]5[CH:3]=[CH:2][NH:1][C:5]5=[N:6][CH:7]=4)[CH:38]=3)[CH2:44][CH2:43]2)=[CH:59][CH:58]=1, predict the reactants needed to synthesize it. The reactants are: [NH:1]1[C:5]2=[N:6][CH:7]=[C:8]([O:10][C:11]3[CH:38]=[C:37]([N:39]4[CH2:44][CH2:43][N:42]([CH2:45][C:46]5[CH2:51][CH2:50][C:49]([CH3:53])([CH3:52])[CH2:48][C:47]=5[C:54]5[CH:59]=[CH:58][C:57]([Cl:60])=[CH:56][CH:55]=5)[CH2:41][CH2:40]4)[CH:36]=[CH:35][C:12]=3[C:13]([NH:15][S:16]([C:19]3[CH:24]=[CH:23][C:22]([NH:25][CH:26]4[CH2:31][CH2:30][NH:29][CH2:28][CH2:27]4)=[C:21]([N+:32]([O-:34])=[O:33])[CH:20]=3)(=[O:18])=[O:17])=[O:14])[CH:9]=[C:4]2[CH:3]=[CH:2]1.[O:61]1[CH2:64][C:63](=O)[CH2:62]1.C([BH3-])#N. (6) Given the product [F:40][C:34]1[CH:35]=[C:36]([I:39])[CH:37]=[CH:38][C:33]=1[N:17]1[C:16]2[N:15]([CH3:41])[C:14](=[O:42])[C:13]([CH3:43])=[C:12]([NH:52][C:53]3[CH:54]=[C:55]([CH2:59][CH2:60][C:61]([NH2:63])=[O:62])[CH:56]=[CH:57][CH:58]=3)[C:21]=2[C:20](=[O:22])[N:19]([CH2:23][C:24]2[CH:25]=[CH:26][C:27]([O:30][CH3:31])=[CH:28][CH:29]=2)[C:18]1=[O:32], predict the reactants needed to synthesize it. The reactants are: CC1C=CC(S(O[C:12]2[C:21]3[C:20](=[O:22])[N:19]([CH2:23][C:24]4[CH:29]=[CH:28][C:27]([O:30][CH3:31])=[CH:26][CH:25]=4)[C:18](=[O:32])[N:17]([C:33]4[CH:38]=[CH:37][C:36]([I:39])=[CH:35][C:34]=4[F:40])[C:16]=3[N:15]([CH3:41])[C:14](=[O:42])[C:13]=2[CH3:43])(=O)=O)=CC=1.N1C(C)=CC=CC=1C.[NH2:52][C:53]1[CH:54]=[C:55]([CH2:59][CH2:60][C:61]([NH2:63])=[O:62])[CH:56]=[CH:57][CH:58]=1.O. (7) Given the product [NH2:1][C:2]1[C:3]([C:4]#[N:5])=[CH:6][C:7]([CH2:11][CH2:12][CH3:13])=[CH:8][C:9]=1[C:19]1[CH:20]=[CH:21][C:16]([O:15][CH3:14])=[CH:17][CH:18]=1, predict the reactants needed to synthesize it. The reactants are: [NH2:1][C:2]1[C:9](I)=[CH:8][C:7]([CH2:11][CH2:12][CH3:13])=[CH:6][C:3]=1[C:4]#[N:5].[CH3:14][O:15][C:16]1[CH:21]=[CH:20][C:19](B(O)O)=[CH:18][CH:17]=1.CC(OC1C=CC=C(OC(C)C)C=1C1C(P(C2CCCCC2)C2CCCCC2)=CC=CC=1)C.C([O-])([O-])=O.[K+].[K+].